From a dataset of CYP2D6 inhibition data for predicting drug metabolism from PubChem BioAssay. Regression/Classification. Given a drug SMILES string, predict its absorption, distribution, metabolism, or excretion properties. Task type varies by dataset: regression for continuous measurements (e.g., permeability, clearance, half-life) or binary classification for categorical outcomes (e.g., BBB penetration, CYP inhibition). Dataset: cyp2d6_veith. (1) The compound is Cc1sc2nc(SCC(=O)C(C)(C)C)n(Cc3ccco3)c(=O)c2c1C. The result is 0 (non-inhibitor). (2) The molecule is CC(C)CCNC(=O)C12CN(Cc3ccccc3)CC1C(c1cccc([N+](=O)[O-])c1)=NO2. The result is 0 (non-inhibitor). (3) The drug is COC(=O)C/C=C\[C@@H](C)[C@@H](/C=N\O[C@@H](C)c1cc(-c2c(C)cc(C)cc2C)no1)OC. The result is 0 (non-inhibitor).